From a dataset of Forward reaction prediction with 1.9M reactions from USPTO patents (1976-2016). Predict the product of the given reaction. (1) Given the reactants [O:1]=[C:2]([CH2:9][C:10]1[CH:15]=[CH:14][CH:13]=[CH:12][CH:11]=1)[CH2:3][C:4]([O:6][CH2:7][CH3:8])=[O:5].S(Cl)([Cl:19])(=O)=O, predict the reaction product. The product is: [Cl:19][CH:3]([C:2](=[O:1])[CH2:9][C:10]1[CH:11]=[CH:12][CH:13]=[CH:14][CH:15]=1)[C:4]([O:6][CH2:7][CH3:8])=[O:5]. (2) Given the reactants [CH2:1]([O:8][P:9]([CH2:19][CH2:20][CH2:21][C:22](N1C(CC2C=CC=CC=2)COC1=O)=[O:23])(=[O:18])[O:10][CH2:11][C:12]1[CH:17]=[CH:16][CH:15]=[CH:14][CH:13]=1)[C:2]1[CH:7]=[CH:6][CH:5]=[CH:4][CH:3]=1.OO.[OH2:39].[OH-:40].[Li+].S([O-])([O-])=O.[Na+].[Na+], predict the reaction product. The product is: [C:12]([O:39][C:1](=[O:8])[CH2:2][CH:21]([CH2:20][CH2:19][P:9]([O:8][CH2:1][C:2]1[CH:3]=[CH:4][CH:5]=[CH:6][CH:7]=1)([O:10][CH2:11][C:12]1[CH:13]=[CH:14][CH:15]=[CH:16][CH:17]=1)=[O:18])[C:22]([OH:23])=[O:40])([CH3:17])([CH3:13])[CH3:11]. (3) The product is: [CH2:2]([O:4][C:5]([C@@:7]1([NH:12][C:13]([N:32]2[CH2:33][C@H:34]([OH:36])[CH2:35][C@H:31]2[C:29](=[O:30])[N:28]([CH2:21][CH2:22][CH2:23][CH2:24][CH:25]=[CH:26][CH3:27])[CH3:37])=[O:14])[CH2:9][C@@H:8]1[CH:10]=[CH2:11])=[O:6])[CH3:3]. Given the reactants [I-].[CH2:2]([O:4][C:5]([C@@:7]1([NH:12][C:13](N2C=C[N+](C)=C2)=[O:14])[CH2:9][C@H:8]1[CH:10]=[CH2:11])=[O:6])[CH3:3].[CH2:21]([N:28]([CH3:37])[C:29]([C@@H:31]1[CH2:35][C@@H:34]([OH:36])[CH2:33][NH:32]1)=[O:30])[CH2:22][CH2:23][CH2:24][CH2:25][CH:26]=[CH2:27].C(OC([C@@]1(NC(N2C[C@H](O)C[C@H]2C(=O)N(CCCCC=C)C)=O)C[C@@H]1C=C)=O)C, predict the reaction product. (4) Given the reactants [C:1]([C:3]1[CH:8]=[CH:7][CH:6]=[CH:5][C:4]=1[C:9]1[CH:39]=[CH:38][C:12]([C:13]([NH:15][CH2:16][C@H:17]2[CH2:21][CH2:20][CH2:19][N:18]2[C:22](=[O:37])[CH2:23][CH2:24][CH2:25][NH:26]C(=O)OCC2C=CC=CC=2)=[O:14])=[C:11]([NH:40][CH2:41][CH2:42][CH:43]2[CH2:48][CH2:47][CH2:46][CH2:45][O:44]2)[N:10]=1)#[N:2].[Si](I)(C)(C)C, predict the reaction product. The product is: [NH2:26][CH2:25][CH2:24][CH2:23][C:22]([N:18]1[CH2:19][CH2:20][CH2:21][C@@H:17]1[CH2:16][NH:15][C:13](=[O:14])[C:12]1[CH:38]=[CH:39][C:9]([C:4]2[CH:5]=[CH:6][CH:7]=[CH:8][C:3]=2[C:1]#[N:2])=[N:10][C:11]=1[NH:40][CH2:41][CH2:42][CH:43]1[CH2:48][CH2:47][CH2:46][CH2:45][O:44]1)=[O:37]. (5) The product is: [F:1][C:2]1[CH:7]=[CH:6][CH:5]=[C:4]([C:8]2[CH:9]=[CH:10][N:11]=[CH:12][CH:13]=2)[C:3]=1[OH:14]. Given the reactants [F:1][C:2]1[C:3]([O:14]C2CCCCO2)=[C:4]([C:8]2[CH:13]=[CH:12][N:11]=[CH:10][CH:9]=2)[CH:5]=[CH:6][CH:7]=1.FC(F)(F)C(O)=O, predict the reaction product.